This data is from Catalyst prediction with 721,799 reactions and 888 catalyst types from USPTO. The task is: Predict which catalyst facilitates the given reaction. (1) Reactant: [F:1][C:2]([F:25])([C:21]([F:24])([F:23])[F:22])[C:3](=O)[CH:4]=[CH:5][C:6]1[CH:7]=[C:8]([C:12]2[CH:17]=[CH:16][C:15]([S:18][CH3:19])=[CH:14][CH:13]=2)[CH:9]=[CH:10][CH:11]=1.Cl.[Cl:27][C:28]1[CH:33]=[C:32]([Cl:34])[CH:31]=[CH:30][C:29]=1[NH:35][NH2:36].Cl. Product: [Cl:27][C:28]1[CH:33]=[C:32]([Cl:34])[CH:31]=[CH:30][C:29]=1[N:35]1[CH:5]([C:6]2[CH:7]=[C:8]([C:12]3[CH:17]=[CH:16][C:15]([S:18][CH3:19])=[CH:14][CH:13]=3)[CH:9]=[CH:10][CH:11]=2)[CH2:4][C:3]([C:2]([F:25])([F:1])[C:21]([F:24])([F:23])[F:22])=[N:36]1. The catalyst class is: 8. (2) Reactant: [CH3:1][O:2][C:3]1[CH:10]=[CH:9][C:6]([C:7]#[N:8])=[C:5]([NH:11][CH3:12])[CH:4]=1.[Li+].C[Si]([N-][Si](C)(C)C)(C)C.[CH3:23][S:24](Cl)(=[O:26])=[O:25]. Product: [C:7]([C:6]1[CH:9]=[CH:10][C:3]([O:2][CH3:1])=[CH:4][C:5]=1[N:11]([CH3:12])[S:24]([CH3:23])(=[O:26])=[O:25])#[N:8]. The catalyst class is: 1. (3) The catalyst class is: 2. Product: [C:11]([O:15][C:16]([N:18]1[CH2:22][C@H:21]([C:23]2[CH:28]=[CH:27][CH:26]=[C:25]([F:29])[CH:24]=2)[C@@H:20]([CH:30]=[O:31])[CH2:19]1)=[O:17])([CH3:14])([CH3:13])[CH3:12]. Reactant: C(Cl)(=O)C(Cl)=O.CS(C)=O.[C:11]([O:15][C:16]([N:18]1[CH2:22][C@H:21]([C:23]2[CH:28]=[CH:27][CH:26]=[C:25]([F:29])[CH:24]=2)[C@@H:20]([CH2:30][OH:31])[CH2:19]1)=[O:17])([CH3:14])([CH3:13])[CH3:12].C(N(CC)C(C)C)(C)C. (4) The catalyst class is: 3. Reactant: CN(C(ON1N=NC2C=CC=NC1=2)=[N+](C)C)C.F[P-](F)(F)(F)(F)F.[NH2:25][C:26]1[C:27]([C:36]([OH:38])=O)=[CH:28][C:29]2[C:34]([CH:35]=1)=[CH:33][CH:32]=[CH:31][CH:30]=2.Cl.[N:40]1[CH:45]=[CH:44][CH:43]=[CH:42][C:41]=1[CH2:46][NH:47][CH2:48][C:49]([O:51][CH2:52][CH3:53])=[O:50].C(N(C(C)C)CC)(C)C. Product: [NH2:25][C:26]1[C:27]([C:36]([N:47]([CH2:46][C:41]2[CH:42]=[CH:43][CH:44]=[CH:45][N:40]=2)[CH2:48][C:49]([O:51][CH2:52][CH3:53])=[O:50])=[O:38])=[CH:28][C:29]2[C:34]([CH:35]=1)=[CH:33][CH:32]=[CH:31][CH:30]=2. (5) The catalyst class is: 64. Product: [CH3:26][S:23]([O:15][CH2:14][C:12]1[S:13][C:9]([C:4]2([CH3:3])[O:8][CH2:7][CH2:6][O:5]2)=[CH:10][N:11]=1)(=[O:25])=[O:24]. Reactant: N#N.[CH3:3][C:4]1([C:9]2[S:13][C:12]([CH2:14][OH:15])=[N:11][CH:10]=2)[O:8][CH2:7][CH2:6][O:5]1.CCN(CC)CC.[S:23](Cl)([CH3:26])(=[O:25])=[O:24]. (6) Reactant: [F:1][C:2]1[CH:10]=[CH:9][C:8]([CH2:11][C:12]2[C:21]3[C:16](=[CH:17][CH:18]=[CH:19][CH:20]=3)[C:15](=[O:22])[NH:14][N:13]=2)=[CH:7][C:3]=1[C:4]([OH:6])=O.C(N(C(C)C)CC)(C)C.[CH:32]1([C:35]([N:37]2[CH2:42][CH2:41][NH:40][CH2:39][CH2:38]2)=[O:36])[CH2:34][CH2:33]1.CN(C(ON1N=NC2C1=CC=CC=2)=[N+](C)C)C.F[P-](F)(F)(F)(F)F. Product: [CH:32]1([C:35]([N:37]2[CH2:42][CH2:41][N:40]([C:4]([C:3]3[CH:7]=[C:8]([CH:9]=[CH:10][C:2]=3[F:1])[CH2:11][C:12]3[C:21]4[C:16](=[CH:17][CH:18]=[CH:19][CH:20]=4)[C:15](=[O:22])[NH:14][N:13]=3)=[O:6])[CH2:39][CH2:38]2)=[O:36])[CH2:33][CH2:34]1. The catalyst class is: 10. (7) Reactant: [Cl:1][C:2]1[CH:3]=[C:4]([CH:21]=[CH:22][CH:23]=1)[CH2:5][NH:6][C:7]1[N:20]=[C:10]2[C:11]([O:18][CH3:19])=[CH:12][C:13]([C:15]([OH:17])=O)=[CH:14][N:9]2[N:8]=1.[F:24][CH2:25][CH:26]1[NH:31][CH2:30][C:29]([CH3:33])([CH3:32])[O:28][CH2:27]1.C(N(CC)C(C)C)(C)C.CN(C(ON1N=NC2C=CC=NC1=2)=[N+](C)C)C.F[P-](F)(F)(F)(F)F. Product: [Cl:1][C:2]1[CH:3]=[C:4]([CH:21]=[CH:22][CH:23]=1)[CH2:5][NH:6][C:7]1[N:20]=[C:10]2[C:11]([O:18][CH3:19])=[CH:12][C:13]([C:15]([N:31]3[CH:26]([CH2:25][F:24])[CH2:27][O:28][C:29]([CH3:33])([CH3:32])[CH2:30]3)=[O:17])=[CH:14][N:9]2[N:8]=1. The catalyst class is: 9. (8) Reactant: C([O:3][C:4](=[O:48])[C@H:5]([OH:47])[CH2:6][NH:7][C:8](=[O:46])[C:9]1[CH:14]=[CH:13][C:12]([CH2:15][N:16]([C:34]2[CH:39]=[CH:38][C:37]([CH:40]3[CH2:45][CH2:44][CH2:43][CH2:42][CH2:41]3)=[CH:36][CH:35]=2)[C:17]([NH:19][C:20]2[CH:25]=[C:24]([C:26]([F:29])([F:28])[F:27])[CH:23]=[C:22]([C:30]([F:33])([F:32])[F:31])[CH:21]=2)=[O:18])=[CH:11][CH:10]=1)C.[OH-].[Na+]. Product: [F:27][C:26]([F:28])([F:29])[C:24]1[CH:25]=[C:20]([NH:19][C:17](=[O:18])[N:16]([CH2:15][C:12]2[CH:11]=[CH:10][C:9]([C:8]([NH:7][CH2:6][C@@H:5]([OH:47])[C:4]([OH:48])=[O:3])=[O:46])=[CH:14][CH:13]=2)[C:34]2[CH:39]=[CH:38][C:37]([CH:40]3[CH2:45][CH2:44][CH2:43][CH2:42][CH2:41]3)=[CH:36][CH:35]=2)[CH:21]=[C:22]([C:30]([F:32])([F:33])[F:31])[CH:23]=1. The catalyst class is: 8.